Dataset: Forward reaction prediction with 1.9M reactions from USPTO patents (1976-2016). Task: Predict the product of the given reaction. (1) Given the reactants [C:1]([O:5][C:6](=[O:25])[NH:7][C:8]1[CH:13]=[CH:12][C:11]([C:14]#[C:15][C:16]2[CH:21]=[CH:20][CH:19]=[CH:18][N:17]=2)=[CH:10][C:9]=1[N+:22]([O-])=O)([CH3:4])([CH3:3])[CH3:2].O.O.Cl[Sn]Cl, predict the reaction product. The product is: [C:1]([O:5][C:6](=[O:25])[NH:7][C:8]1[CH:13]=[CH:12][C:11]([C:14]#[C:15][C:16]2[CH:21]=[CH:20][CH:19]=[CH:18][N:17]=2)=[CH:10][C:9]=1[NH2:22])([CH3:4])([CH3:2])[CH3:3]. (2) The product is: [NH2:1][CH2:2][CH2:3][CH2:4][N:5]1[CH2:10][CH2:11][N:12]([CH2:13][CH2:14][CH2:15][NH:16][C:17]2[C:30]3[C:29](=[O:31])[C:28]4[C:23](=[CH:24][CH:25]=[C:26]([F:32])[CH:27]=4)[NH:22][C:21]=3[C:20]([N+:33]([O-:35])=[O:34])=[CH:19][CH:18]=2)[CH2:7][CH2:6]1. Given the reactants [NH2:1][CH2:2][CH2:3][CH2:4][N:5]([CH3:10])[CH2:6][CH2:7]CN.[CH3:11][N:12](CCCN)[CH2:13][CH2:14][CH2:15][NH:16][C:17]1[C:30]2[C:29](=[O:31])[C:28]3[C:23](=[CH:24][CH:25]=[C:26]([F:32])[CH:27]=3)[NH:22][C:21]=2[C:20]([N+:33]([O-:35])=[O:34])=[CH:19][CH:18]=1.NCCN1CCN(CCN)CC1.NCCN1CCN(CCNC2C3C(=O)C4C(=CC=C(F)C=4)NC=3C([N+]([O-])=O)=CC=2)CC1, predict the reaction product. (3) Given the reactants [Cl:1][C:2]1[CH:23]=[CH:22][C:21]([C:24]2[C:29]([F:30])=[CH:28][CH:27]=[CH:26][N:25]=2)=[CH:20][C:3]=1[C:4]([NH:6][C:7]1[N:11]([C:12]2[CH:17]=[CH:16][CH:15]=[CH:14][CH:13]=2)[N:10]=[C:9]([C:18]#[N:19])[CH:8]=1)=[O:5].C([O-])([O-])=[O:32].[K+].[K+].OO, predict the reaction product. The product is: [Cl:1][C:2]1[CH:23]=[CH:22][C:21]([C:24]2[C:29]([F:30])=[CH:28][CH:27]=[CH:26][N:25]=2)=[CH:20][C:3]=1[C:4]([NH:6][C:7]1[N:11]([C:12]2[CH:13]=[CH:14][CH:15]=[CH:16][CH:17]=2)[N:10]=[C:9]([C:18]([NH2:19])=[O:32])[CH:8]=1)=[O:5]. (4) Given the reactants [Br:1][C:2]1[CH:6]=[CH:5][N:4]([S:7]([C:10]2[CH:15]=[CH:14][CH:13]=[CH:12][CH:11]=2)(=[O:9])=[O:8])[C:3]=1[C:16]([O:18]C)=O.[Cl:20][C:21]1[CH:22]=[C:23]([CH:25]=[C:26]([Cl:28])[CH:27]=1)[NH2:24], predict the reaction product. The product is: [Br:1][C:2]1[CH:6]=[CH:5][N:4]([S:7]([C:10]2[CH:11]=[CH:12][CH:13]=[CH:14][CH:15]=2)(=[O:8])=[O:9])[C:3]=1[C:16]([NH:24][C:23]1[CH:22]=[C:21]([Cl:20])[CH:27]=[C:26]([Cl:28])[CH:25]=1)=[O:18]. (5) Given the reactants [NH2:1][C:2]1[C:7]([NH2:8])=[C:6]([NH:9][C@@H:10]2[C@@H:15]3[CH2:16][C@@H:12]([CH:13]=[CH:14]3)[C@@H:11]2[C:17]([NH2:19])=[O:18])[C:5]([Cl:20])=[CH:4][N:3]=1.[Cl:21][C:22]1[N:23]=[C:24]([N:29]([CH3:31])[CH3:30])[S:25][C:26]=1[CH:27]=O.C([O-])(=O)C.[NH4+], predict the reaction product. The product is: [Cl:20][C:5]1[C:6]([NH:9][C@@H:10]2[C@@H:15]3[CH2:16][C@@H:12]([CH:13]=[CH:14]3)[C@@H:11]2[C:17]([NH2:19])=[O:18])=[C:7]2[N:8]=[C:27]([C:26]3[S:25][C:24]([N:29]([CH3:31])[CH3:30])=[N:23][C:22]=3[Cl:21])[NH:1][C:2]2=[N:3][CH:4]=1. (6) The product is: [CH3:1][NH:2][C:3]([C:5]1[NH:6][C:7]2[C:12]([C:13]=1[S:20][C:14]1[CH:19]=[CH:18][CH:17]=[CH:16][CH:15]=1)=[CH:11][CH:10]=[CH:9][CH:8]=2)=[O:4]. Given the reactants [CH3:1][NH:2][C:3]([C:5]1[NH:6][C:7]2[C:12]([CH:13]=1)=[CH:11][CH:10]=[CH:9][CH:8]=2)=[O:4].[C:14]1([S:20][S:20][C:14]2[CH:19]=[CH:18][CH:17]=[CH:16][CH:15]=2)[CH:19]=[CH:18][CH:17]=[CH:16][CH:15]=1, predict the reaction product.